From a dataset of NCI-60 drug combinations with 297,098 pairs across 59 cell lines. Regression. Given two drug SMILES strings and cell line genomic features, predict the synergy score measuring deviation from expected non-interaction effect. (1) Drug 1: CNC(=O)C1=CC=CC=C1SC2=CC3=C(C=C2)C(=NN3)C=CC4=CC=CC=N4. Drug 2: COCCOC1=C(C=C2C(=C1)C(=NC=N2)NC3=CC=CC(=C3)C#C)OCCOC.Cl. Synergy scores: CSS=2.28, Synergy_ZIP=1.34, Synergy_Bliss=1.80, Synergy_Loewe=-3.88, Synergy_HSA=-1.92. Cell line: SW-620. (2) Synergy scores: CSS=44.8, Synergy_ZIP=-10.2, Synergy_Bliss=-0.892, Synergy_Loewe=1.14, Synergy_HSA=3.60. Drug 2: C1CCC(CC1)NC(=O)N(CCCl)N=O. Drug 1: COC1=C(C=C2C(=C1)N=CN=C2NC3=CC(=C(C=C3)F)Cl)OCCCN4CCOCC4. Cell line: HOP-92. (3) Drug 1: CN1C(=O)N2C=NC(=C2N=N1)C(=O)N. Drug 2: C(=O)(N)NO. Cell line: SN12C. Synergy scores: CSS=0.946, Synergy_ZIP=-0.915, Synergy_Bliss=-1.34, Synergy_Loewe=-2.68, Synergy_HSA=-2.68. (4) Drug 1: C1CN1C2=NC(=NC(=N2)N3CC3)N4CC4. Drug 2: CC12CCC3C(C1CCC2OP(=O)(O)O)CCC4=C3C=CC(=C4)OC(=O)N(CCCl)CCCl.[Na+]. Cell line: SR. Synergy scores: CSS=70.6, Synergy_ZIP=-0.862, Synergy_Bliss=0.863, Synergy_Loewe=-5.25, Synergy_HSA=3.20. (5) Drug 2: C1CCC(C(C1)N)N.C(=O)(C(=O)[O-])[O-].[Pt+4]. Synergy scores: CSS=38.9, Synergy_ZIP=-0.155, Synergy_Bliss=-1.38, Synergy_Loewe=0.291, Synergy_HSA=2.31. Drug 1: CC1=C2C(C(=O)C3(C(CC4C(C3C(C(C2(C)C)(CC1OC(=O)C(C(C5=CC=CC=C5)NC(=O)C6=CC=CC=C6)O)O)OC(=O)C7=CC=CC=C7)(CO4)OC(=O)C)O)C)OC(=O)C. Cell line: NCI-H226. (6) Drug 1: C1CC(C1)(C(=O)O)C(=O)O.[NH2-].[NH2-].[Pt+2]. Drug 2: CN1C(=O)N2C=NC(=C2N=N1)C(=O)N. Cell line: MCF7. Synergy scores: CSS=2.52, Synergy_ZIP=-0.0453, Synergy_Bliss=0.308, Synergy_Loewe=-5.83, Synergy_HSA=-2.66.